From a dataset of Merck oncology drug combination screen with 23,052 pairs across 39 cell lines. Regression. Given two drug SMILES strings and cell line genomic features, predict the synergy score measuring deviation from expected non-interaction effect. (1) Drug 1: CC1CC2C3CCC4=CC(=O)C=CC4(C)C3(F)C(O)CC2(C)C1(O)C(=O)CO. Drug 2: NC(=O)c1cccc2cn(-c3ccc(C4CCCNC4)cc3)nc12. Cell line: ES2. Synergy scores: synergy=-21.3. (2) Drug 1: Cn1nnc2c(C(N)=O)ncn2c1=O. Drug 2: Cn1c(=O)n(-c2ccc(C(C)(C)C#N)cc2)c2c3cc(-c4cnc5ccccc5c4)ccc3ncc21. Cell line: OCUBM. Synergy scores: synergy=26.1.